The task is: Predict the product of the given reaction.. This data is from Forward reaction prediction with 1.9M reactions from USPTO patents (1976-2016). (1) The product is: [C:2]([O:5][C:6]1[CH:11]=[CH:10][C:9]([C:12]2[CH:17]=[CH:16][CH:15]=[CH:14][CH:13]=2)=[CH:8][CH:7]=1)#[CH:3]. Given the reactants Cl[C:2]([O:5][C:6]1[CH:11]=[CH:10][C:9]([C:12]2[CH:17]=[CH:16][CH:15]=[CH:14][CH:13]=2)=[CH:8][CH:7]=1)=[CH:3]Cl.C(OCC)C.CN(CCN(C)C)C.C([Li])CCC, predict the reaction product. (2) Given the reactants C[O:2][C:3](=[O:22])[C:4]1[CH:9]=[CH:8][C:7]([O:10][CH3:11])=[C:6]([S:12](=[O:21])(=[O:20])[NH:13][C:14]2[CH:15]=[N:16][CH:17]=[CH:18][CH:19]=2)[CH:5]=1.[Li+].[OH-], predict the reaction product. The product is: [CH3:11][O:10][C:7]1[CH:8]=[CH:9][C:4]([C:3]([OH:22])=[O:2])=[CH:5][C:6]=1[S:12](=[O:21])(=[O:20])[NH:13][C:14]1[CH:15]=[N:16][CH:17]=[CH:18][CH:19]=1. (3) Given the reactants [C:1]([O:20][CH3:21])(=[O:19])[CH2:2][CH2:3][CH2:4][CH2:5][CH2:6][CH2:7][CH2:8]/[CH:9]=[CH:10]\[CH2:11][CH2:12][CH2:13][CH2:14][CH2:15][CH2:16][CH2:17][CH3:18].C(O)=[O:23].OO, predict the reaction product. The product is: [O:23]1[CH:10]([CH2:11][CH2:12][CH2:13][CH2:14][CH2:15][CH2:16][CH2:17][CH3:18])[CH:9]1[CH2:8][CH2:7][CH2:6][CH2:5][CH2:4][CH2:3][CH2:2][C:1]([O:20][CH3:21])=[O:19]. (4) Given the reactants [NH2:1][C:2]1[C:3]([CH3:12])=[CH:4][C:5]([C:8]([O:10][CH3:11])=[O:9])=[N:6][CH:7]=1.C(O)(=O)C.[CH:17](OCC)(OCC)OCC.[N-:27]=[N+:28]=[N-:29].[Na+], predict the reaction product. The product is: [CH3:12][C:3]1[C:2]([N:1]2[CH:17]=[N:29][N:28]=[N:27]2)=[CH:7][N:6]=[C:5]([C:8]([O:10][CH3:11])=[O:9])[CH:4]=1. (5) Given the reactants ClC1C=CC=CC=1NC(=O)NC1C=CC(C2C=C3C(CN([C@@H](C(C)C)C(O)=O)C3=O)=CC=2)=NC=1.[Cl:35][C:36]1[CH:41]=[CH:40][CH:39]=[CH:38][C:37]=1[NH:42][C:43](=[O:70])[NH:44][C:45]1[CH:50]=[CH:49][C:48]([C:51]2[CH:59]=[C:58]3[C:54]([CH2:55][N:56]([C@@H:61]([CH:66]([CH3:68])[CH3:67])[C:62]([O:64]C)=[O:63])[C:57]3=[O:60])=[CH:53][CH:52]=2)=[CH:47][C:46]=1[F:69], predict the reaction product. The product is: [Cl:35][C:36]1[CH:41]=[CH:40][CH:39]=[CH:38][C:37]=1[NH:42][C:43](=[O:70])[NH:44][C:45]1[CH:50]=[CH:49][C:48]([C:51]2[CH:59]=[C:58]3[C:54]([CH2:55][N:56]([C@@H:61]([CH:66]([CH3:68])[CH3:67])[C:62]([OH:64])=[O:63])[C:57]3=[O:60])=[CH:53][CH:52]=2)=[CH:47][C:46]=1[F:69]. (6) The product is: [F:48][C:45]1[CH:46]=[CH:47][C:42]([C@@H:9]([OH:8])[CH2:10][CH2:11][C@H:12]2[C:15](=[O:16])[N:14]([C:17]3[CH:18]=[CH:19][CH:20]=[CH:21][CH:22]=3)[C@@H:13]2[C:23]2[CH:28]=[CH:27][C:26]([C:29]3[CH:34]=[CH:33][CH:32]=[C:31]([P:35](=[O:36])([OH:38])[OH:40])[CH:30]=3)=[CH:25][C:24]=2[OH:41])=[CH:43][CH:44]=1. Given the reactants [Si]([O:8][C@H:9]([C:42]1[CH:47]=[CH:46][C:45]([F:48])=[CH:44][CH:43]=1)[CH2:10][CH2:11][C@H:12]1[C:15](=[O:16])[N:14]([C:17]2[CH:22]=[CH:21][CH:20]=[CH:19][CH:18]=2)[C@@H:13]1[C:23]1[CH:28]=[CH:27][C:26]([C:29]2[CH:34]=[CH:33][CH:32]=[C:31]([P:35](=[O:40])([O:38]C)[O:36]C)[CH:30]=2)=[CH:25][C:24]=1[OH:41])(C(C)(C)C)(C)C.Br[Si](C)(C)C.CO, predict the reaction product. (7) Given the reactants [C:1]([O:5][C:6](=[O:19])[CH2:7][N:8]1[C:13]2[CH:14]=[CH:15][CH:16]=[CH:17][C:12]=2[O:11][CH2:10][C:9]1=O)([CH3:4])([CH3:3])[CH3:2].COC1C=CC(P2(SP(C3C=CC(OC)=CC=3)(=S)S2)=[S:29])=CC=1.C(=O)([O-])O.[Na+], predict the reaction product. The product is: [C:1]([O:5][C:6](=[O:19])[CH2:7][N:8]1[C:13]2[CH:14]=[CH:15][CH:16]=[CH:17][C:12]=2[O:11][CH2:10][C:9]1=[S:29])([CH3:4])([CH3:3])[CH3:2]. (8) Given the reactants [CH3:1][C:2]([CH:4]1[C:9]([CH3:11])([CH3:10])[CH2:8][CH:7]=[CH:6][CH:5]1[CH3:12])=[O:3].C[O-].[K+].C1CCCCCCCCCCC1.[CH3:28][C:29]([C@@H:31]1[C:36]([CH3:38])([CH3:37])[CH2:35][CH:34]=[CH:33][C@H:32]1[CH3:39])=[O:30], predict the reaction product. The product is: [CH3:1][C:2]([CH:4]1[C:9]([CH3:11])([CH3:10])[CH2:8][CH2:7][CH:6]=[C:5]1[CH3:12])=[O:3].[CH3:28][C:29]([C:31]1[C:36]([CH3:38])([CH3:37])[CH2:35][CH2:34][CH2:33][C:32]=1[CH3:39])=[O:30]. (9) Given the reactants [N:1]1([C:7]2[S:8][C:9]([C:12]([NH2:14])=[O:13])=[CH:10][N:11]=2)[CH2:6][CH2:5][NH:4][CH2:3][CH2:2]1.C(N(CC)CC)C.[F:22][C:23]1[CH:24]=[CH:25][C:26]([C:32]([F:35])([F:34])[F:33])=[C:27]([CH:31]=1)[C:28](Cl)=[O:29], predict the reaction product. The product is: [F:22][C:23]1[CH:24]=[CH:25][C:26]([C:32]([F:33])([F:34])[F:35])=[C:27]([CH:31]=1)[C:28]([N:4]1[CH2:5][CH2:6][N:1]([C:7]2[S:8][C:9]([C:12]([NH2:14])=[O:13])=[CH:10][N:11]=2)[CH2:2][CH2:3]1)=[O:29].